Task: Predict the reactants needed to synthesize the given product.. Dataset: Full USPTO retrosynthesis dataset with 1.9M reactions from patents (1976-2016) (1) Given the product [CH2:25]([O:24][C:22](=[O:23])[CH2:21][N:6]([CH2:5][C:4]([O:3][CH2:1][CH3:2])=[O:27])[C:7]1[CH:12]=[C:11]([C:13]2[CH:18]=[CH:17][N:16]=[CH:15][N:14]=2)[CH:10]=[CH:9][C:8]=1[CH3:20])[CH3:26], predict the reactants needed to synthesize it. The reactants are: [CH2:1]([O:3][C:4](=[O:27])[CH2:5][N:6]([CH2:21][C:22]([O:24][CH2:25][CH3:26])=[O:23])[C:7]1[CH:12]=[C:11]([C:13]2[CH:18]=[C:17](Cl)[N:16]=[CH:15][N:14]=2)[CH:10]=[CH:9][C:8]=1[CH3:20])[CH3:2].C([O-])(=O)C.[Na+]. (2) The reactants are: [CH3:1][C:2]1[N:6]([C:7]2[CH:8]=[N:9][CH:10]=[CH:11][CH:12]=2)[N:5]=[CH:4][C:3]=1C(O)=O.[CH3:16][C:17]([OH:20])([CH3:19])[CH3:18].C([N:23]([CH2:26]C)CC)C.C1(P(N=[N+]=[N-])(C2C=CC=CC=2)=[O:35])C=CC=CC=1. Given the product [CH3:1][C:2]1[N:6]([C:7]2[CH:8]=[N:9][CH:10]=[CH:11][CH:12]=2)[N:5]=[CH:4][C:3]=1[NH:23][C:26](=[O:35])[O:20][C:17]([CH3:19])([CH3:18])[CH3:16], predict the reactants needed to synthesize it. (3) Given the product [CH2:1]([O:3][C:4]([CH3:10])([CH3:9])[C:5]([OH:7])=[O:6])[CH3:2], predict the reactants needed to synthesize it. The reactants are: [CH2:1]([O:3][C:4]([CH3:10])([CH3:9])[C:5]([O:7]C)=[O:6])[CH3:2].[OH-].[K+]. (4) Given the product [Cl:34][C:31]1[CH:32]=[CH:33][C:28](/[CH:27]=[N:26]/[NH:25][C:23]([C:12]2[CH:13]=[C:14]([N:17]3[CH2:18][CH2:19][CH2:20][CH2:21][CH2:22]3)[CH:15]=[CH:16][C:11]=2[NH:10][C:8]([C:7]2[CH:6]=[C:5]([CH:41]=[CH:40][CH:39]=2)[CH2:4][N:1]2[CH:48]=[C:47]([CH2:46][CH2:45][CH2:44][CH2:43][C:42]([OH:50])=[O:49])[N:3]=[N:2]2)=[O:9])=[O:24])=[CH:29][C:30]=1[C:35]([F:38])([F:36])[F:37], predict the reactants needed to synthesize it. The reactants are: [N:1]([CH2:4][C:5]1[CH:6]=[C:7]([CH:39]=[CH:40][CH:41]=1)[C:8]([NH:10][C:11]1[CH:16]=[CH:15][C:14]([N:17]2[CH2:22][CH2:21][CH2:20][CH2:19][CH2:18]2)=[CH:13][C:12]=1[C:23]([NH:25]/[N:26]=[CH:27]/[C:28]1[CH:33]=[CH:32][C:31]([Cl:34])=[C:30]([C:35]([F:38])([F:37])[F:36])[CH:29]=1)=[O:24])=[O:9])=[N+:2]=[N-:3].[C:42]([OH:50])(=[O:49])[CH2:43][CH2:44][CH2:45][CH2:46][C:47]#[CH:48].